The task is: Predict the product of the given reaction.. This data is from Forward reaction prediction with 1.9M reactions from USPTO patents (1976-2016). (1) Given the reactants P(Cl)(Cl)([Cl:3])=O.[CH2:6]([C:8]1[S:17][C:11]2[N:12]=[CH:13][N:14]=[C:15](O)[C:10]=2[CH:9]=1)[CH3:7], predict the reaction product. The product is: [Cl:3][C:15]1[C:10]2[CH:9]=[C:8]([CH2:6][CH3:7])[S:17][C:11]=2[N:12]=[CH:13][N:14]=1. (2) Given the reactants [C:1]([O:14][C@H:15]([CH2:41][O:42][C:43](=[O:55])[CH2:44][CH2:45][CH2:46][CH2:47][CH2:48][CH2:49][CH2:50][CH2:51][CH2:52][CH2:53][CH3:54])[CH2:16][S:17][CH2:18][C@@H:19]([C:38](O)=[O:39])[NH:20][C:21](=[O:37])[O:22][CH2:23][CH:24]1[C:36]2[CH:35]=[CH:34][CH:33]=[CH:32][C:31]=2[C:30]2[C:25]1=[CH:26][CH:27]=[CH:28][CH:29]=2)(=[O:13])[CH2:2][CH2:3][CH2:4][CH2:5][CH2:6][CH2:7][CH2:8][CH2:9][CH2:10][CH2:11][CH3:12].Cl.[NH2:57][CH2:58][CH2:59][CH2:60][C:61]([P:64](=[O:71])([O:68][CH2:69][CH3:70])[O:65][CH2:66][CH3:67])([F:63])[F:62].CCN(C(C)C)C(C)C.CN(C(ON1N=NC2C=CC=CC1=2)=[N+](C)C)C.F[P-](F)(F)(F)(F)F, predict the reaction product. The product is: [CH:35]1[C:36]2[CH:24]([CH2:23][O:22][C:21]([NH:20][C@@H:19]([CH2:18][S:17][CH2:16][C@H:15]([O:14][C:1](=[O:13])[CH2:2][CH2:3][CH2:4][CH2:5][CH2:6][CH2:7][CH2:8][CH2:9][CH2:10][CH2:11][CH3:12])[CH2:41][O:42][C:43](=[O:55])[CH2:44][CH2:45][CH2:46][CH2:47][CH2:48][CH2:49][CH2:50][CH2:51][CH2:52][CH2:53][CH3:54])[C:38]([NH:57][CH2:58][CH2:59][CH2:60][C:61]([P:64](=[O:71])([O:68][CH2:69][CH3:70])[O:65][CH2:66][CH3:67])([F:62])[F:63])=[O:39])=[O:37])[C:25]3[C:30](=[CH:29][CH:28]=[CH:27][CH:26]=3)[C:31]=2[CH:32]=[CH:33][CH:34]=1. (3) The product is: [C:1]([O:4][CH:5]1[C:6]([OH:39])([CH3:38])[CH2:7][CH2:8][CH:9]([O:37][Si:41]([CH2:46][CH3:47])([CH2:44][CH3:45])[CH2:42][CH3:43])[CH2:10][C:11]([O:13][CH:14](/[C:19](/[CH3:36])=[CH:20]/[CH:21]=[CH:22]/[C:23]([CH3:34])([O:35][Si:41]([CH2:46][CH3:47])([CH2:44][CH3:45])[CH2:42][CH3:43])[CH2:24][CH:25]2[O:33][CH:26]2[CH:27]([CH3:32])[CH:28]([O:31][Si:41]([CH2:46][CH3:47])([CH2:44][CH3:45])[CH2:42][CH3:43])[CH2:29][CH3:30])[CH:15]([CH3:18])[CH:16]=[CH:17]1)=[O:12])(=[O:3])[CH3:2]. Given the reactants [C:1]([O:4][CH:5]1[C:6]([OH:39])([CH3:38])[CH2:7][CH2:8][CH:9]([OH:37])[CH2:10][C:11]([O:13][CH:14](/[C:19](/[CH3:36])=[CH:20]/[CH:21]=[CH:22]/[C:23]([OH:35])([CH3:34])[CH2:24][CH:25]2[O:33][CH:26]2[CH:27]([CH3:32])[CH:28]([OH:31])[CH2:29][CH3:30])[CH:15]([CH3:18])[CH:16]=[CH:17]1)=[O:12])(=[O:3])[CH3:2].Cl[Si:41]([CH2:46][CH3:47])([CH2:44][CH3:45])[CH2:42][CH3:43], predict the reaction product. (4) Given the reactants [Cl:1][C:2]1[C:11]2[C:6](=[CH:7][CH:8]=[CH:9][CH:10]=2)[CH:5]=[C:4]([CH3:12])[C:3]=1[C@@H:13]1[CH2:15][O:14]1.[F:16][C:17]([F:23])([F:22])[C:18]([OH:21])([CH3:20])[CH3:19].B(F)(F)F.CCOCC, predict the reaction product. The product is: [Cl:1][C:2]1[C:11]2[C:6](=[CH:7][CH:8]=[CH:9][CH:10]=2)[CH:5]=[C:4]([CH3:12])[C:3]=1[CH:13]([O:21][C:18]([CH3:20])([CH3:19])[C:17]([F:23])([F:22])[F:16])[CH2:15][OH:14]. (5) Given the reactants [F:1][CH:2](O)[CH2:3][CH2:4][F:5].[H-].[Na+].[Cl:9][C:10]1[CH:11]=[C:12]([C:17]2[O:21][N:20]=[C:19]([C:22]3[CH:30]=[CH:29][CH:28]=[C:27]4[C:23]=3[CH:24]=[CH:25][N:26]4[CH2:31][C:32]([NH2:34])=[O:33])[N:18]=2)[CH:13]=[CH:14][C:15]=1F.[OH2:35], predict the reaction product. The product is: [Cl:9][C:10]1[CH:11]=[C:12]([C:17]2[O:21][N:20]=[C:19]([C:22]3[CH:30]=[CH:29][CH:28]=[C:27]4[C:23]=3[CH:24]=[CH:25][N:26]4[CH2:31][C:32]([NH2:34])=[O:33])[N:18]=2)[CH:13]=[CH:14][C:15]=1[O:35][CH:3]([CH2:4][F:5])[CH2:2][F:1]. (6) Given the reactants [Cl:1][C:2]1[CH:9]=[CH:8][C:5]([CH:6]=[O:7])=[CH:4][CH:3]=1.[F:10][C:11]([F:21])([F:20])[C:12]1[CH:17]=[CH:16][CH:15]=[CH:14][C:13]=1[Mg]Br, predict the reaction product. The product is: [F:10][C:11]([F:21])([F:20])[C:12]1[CH:17]=[CH:16][CH:15]=[CH:14][C:13]=1[CH:6]([OH:7])[C:5]1[CH:8]=[CH:9][C:2]([Cl:1])=[CH:3][CH:4]=1. (7) The product is: [Br:1][C:2]1[CH:3]=[C:4]([CH2:15][CH2:16][CH3:17])[C:5]([O:11][CH2:12][CH2:13][CH3:14])=[C:6]([CH:7]=1)[NH2:8]. Given the reactants [Br:1][C:2]1[CH:3]=[C:4]([CH2:15][CH2:16][CH3:17])[C:5]([O:11][CH2:12][CH2:13][CH3:14])=[C:6]([N+:8]([O-])=O)[CH:7]=1.[Cl-].[NH4+], predict the reaction product.